Dataset: NCI-60 drug combinations with 297,098 pairs across 59 cell lines. Task: Regression. Given two drug SMILES strings and cell line genomic features, predict the synergy score measuring deviation from expected non-interaction effect. Drug 1: CCC1=CC2CC(C3=C(CN(C2)C1)C4=CC=CC=C4N3)(C5=C(C=C6C(=C5)C78CCN9C7C(C=CC9)(C(C(C8N6C)(C(=O)OC)O)OC(=O)C)CC)OC)C(=O)OC.C(C(C(=O)O)O)(C(=O)O)O. Drug 2: C1CCC(CC1)NC(=O)N(CCCl)N=O. Cell line: CAKI-1. Synergy scores: CSS=47.0, Synergy_ZIP=-8.47, Synergy_Bliss=-7.64, Synergy_Loewe=-3.58, Synergy_HSA=-1.87.